The task is: Predict the reaction yield, written as a fraction of the theoretical maximum amount of product (1.0 means a 100% yield; for example, 0.34 means a 34% yield).. This data is from Reaction yield outcomes from USPTO patents with 853,638 reactions. (1) The reactants are [Cl:1][C:2]1[CH:7]=[CH:6][C:5]([CH2:8][C:9]([OH:11])=O)=[CH:4][CH:3]=1.C(N1C=CN=C1)(N1C=CN=C1)=O.Cl.[NH2:25][CH2:26][C:27]1[CH:36]=[CH:35][CH:34]=[C:33]2[C:28]=1[C:29](=[O:46])[N:30]([CH:38]1[CH2:43][CH2:42][C:41](=[O:44])[NH:40][C:39]1=[O:45])[C:31]([CH3:37])=[N:32]2. The catalyst is CN(C=O)C. The product is [Cl:1][C:2]1[CH:3]=[CH:4][C:5]([CH2:8][C:9]([NH:25][CH2:26][C:27]2[CH:36]=[CH:35][CH:34]=[C:33]3[C:28]=2[C:29](=[O:46])[N:30]([CH:38]2[CH2:43][CH2:42][C:41](=[O:44])[NH:40][C:39]2=[O:45])[C:31]([CH3:37])=[N:32]3)=[O:11])=[CH:6][CH:7]=1. The yield is 0.700. (2) The reactants are [H-].[Na+].[C:3]([CH2:5]P(=O)(OCC)OCC)#[N:4].[CH2:14]([N:21]([CH2:32][C:33]1[CH:38]=[CH:37][CH:36]=[CH:35][CH:34]=1)[C:22]1[N:27]=[C:26]2[C:28](=O)[CH2:29][CH2:30][C:25]2=[CH:24][CH:23]=1)[C:15]1[CH:20]=[CH:19][CH:18]=[CH:17][CH:16]=1. The catalyst is O1CCCC1.[Cl-].[NH4+].C(OCC)(=O)C. The product is [CH2:14]([N:21]([CH2:32][C:33]1[CH:38]=[CH:37][CH:36]=[CH:35][CH:34]=1)[C:22]1[N:27]=[C:26]2[C:28](=[CH:5][C:3]#[N:4])[CH2:29][CH2:30][C:25]2=[CH:24][CH:23]=1)[C:15]1[CH:20]=[CH:19][CH:18]=[CH:17][CH:16]=1. The yield is 0.950. (3) The reactants are [OH:1][C@:2]([C:26]1[CH:31]=[CH:30][CH:29]=[C:28]([OH:32])[CH:27]=1)([C:20]1[CH:25]=[CH:24][CH:23]=[CH:22][CH:21]=1)[C:3]([O:5][CH2:6][CH:7]1[CH2:12][CH2:11][N:10]([CH2:13][C:14]2[CH:19]=[CH:18][CH:17]=[CH:16][CH:15]=2)[CH2:9][CH2:8]1)=[O:4].C(=O)([O-])[O-].[K+].[K+].Br[CH2:40][C:41]1[CH:53]=[CH:52][C:44]([C:45]([O:47][C:48]([CH3:51])([CH3:50])[CH3:49])=[O:46])=[CH:43][CH:42]=1. The catalyst is CN(C=O)C.C(OCC)(=O)C. The product is [CH2:13]([N:10]1[CH2:9][CH2:8][CH:7]([CH2:6][O:5][C:3](=[O:4])[C@:2]([C:26]2[CH:27]=[C:28]([CH:29]=[CH:30][CH:31]=2)[O:32][CH2:40][C:41]2[CH:53]=[CH:52][C:44]([C:45]([O:47][C:48]([CH3:49])([CH3:51])[CH3:50])=[O:46])=[CH:43][CH:42]=2)([OH:1])[C:20]2[CH:21]=[CH:22][CH:23]=[CH:24][CH:25]=2)[CH2:12][CH2:11]1)[C:14]1[CH:19]=[CH:18][CH:17]=[CH:16][CH:15]=1. The yield is 1.00. (4) The reactants are CCCCCC.C([Li])CCC.Br[C:13]1[C:14]([C:19]2[CH:24]=[CH:23][CH:22]=[CH:21][CH:20]=2)=[N:15][O:16][C:17]=1[CH3:18].[C:25]([O:29][C:30]([N:32]1[CH2:37][CH2:36][C:35](=[O:38])[CH2:34][CH2:33]1)=[O:31])([CH3:28])([CH3:27])[CH3:26].O. The catalyst is C1COCC1. The product is [OH:38][C:35]1([C:13]2[C:14]([C:19]3[CH:24]=[CH:23][CH:22]=[CH:21][CH:20]=3)=[N:15][O:16][C:17]=2[CH3:18])[CH2:34][CH2:33][N:32]([C:30]([O:29][C:25]([CH3:28])([CH3:27])[CH3:26])=[O:31])[CH2:37][CH2:36]1. The yield is 0.540. (5) The reactants are Cl[C:2]1[N:7]=[C:6](Cl)[C:5]([F:9])=[CH:4][N:3]=1.[N+:10]([C:13]1[CH:14]=[C:15]([CH:17]=[CH:18][CH:19]=1)[NH2:16])([O-:12])=[O:11]. The catalyst is CO.O. The product is [N+:10]([C:13]1[CH:14]=[C:15]([NH:16][C:2]2[N:7]=[C:6]([NH:16][C:15]3[CH:17]=[CH:18][CH:19]=[C:13]([N+:10]([O-:12])=[O:11])[CH:14]=3)[C:5]([F:9])=[CH:4][N:3]=2)[CH:17]=[CH:18][CH:19]=1)([O-:12])=[O:11]. The yield is 0.760. (6) The reactants are [C:1](O)(=O)[CH3:2].[CH2:5]([NH:7][CH2:8]C)[CH3:6].C=O.[NH:12]1[C:20]2[C:15](=[CH:16][C:17]([C:21]([O:23][CH3:24])=[O:22])=[CH:18][CH:19]=2)[CH:14]=[CH:13]1. No catalyst specified. The product is [CH3:24][O:23][C:21]([C:17]1[CH:16]=[C:15]2[C:20](=[CH:19][CH:18]=1)[NH:12][CH:13]=[C:14]2[CH2:8][N:7]([CH2:1][CH3:2])[CH2:5][CH3:6])=[O:22]. The yield is 0.940.